This data is from Peptide-MHC class II binding affinity with 134,281 pairs from IEDB. The task is: Regression. Given a peptide amino acid sequence and an MHC pseudo amino acid sequence, predict their binding affinity value. This is MHC class II binding data. The peptide sequence is SEYMTSWFYDNDNPY. The MHC is DRB1_0901 with pseudo-sequence DRB1_0901. The binding affinity (normalized) is 0.543.